Regression. Given a peptide amino acid sequence and an MHC pseudo amino acid sequence, predict their binding affinity value. This is MHC class I binding data. From a dataset of Peptide-MHC class I binding affinity with 185,985 pairs from IEDB/IMGT. The peptide sequence is PLWESATEV. The MHC is HLA-A01:01 with pseudo-sequence HLA-A01:01. The binding affinity (normalized) is 0.0847.